Dataset: Catalyst prediction with 721,799 reactions and 888 catalyst types from USPTO. Task: Predict which catalyst facilitates the given reaction. (1) Reactant: [Cl:1][C:2]1[N:7]=[C:6]([S:8][CH3:9])[N:5]=[C:4]([NH:10][C@@:11]2([CH3:23])[CH2:15][CH2:14][N:13]([C:16]([O:18][C:19]([CH3:22])([CH3:21])[CH3:20])=[O:17])[CH2:12]2)[C:3]=1[CH2:24][CH2:25][OH:26].[CH3:27][S:28](Cl)(=[O:30])=[O:29]. Product: [Cl:1][C:2]1[N:7]=[C:6]([S:8][CH3:9])[N:5]=[C:4]([NH:10][C@@:11]2([CH3:23])[CH2:15][CH2:14][N:13]([C:16]([O:18][C:19]([CH3:21])([CH3:20])[CH3:22])=[O:17])[CH2:12]2)[C:3]=1[CH2:24][CH2:25][O:26][S:28]([CH3:27])(=[O:30])=[O:29]. The catalyst class is: 64. (2) Reactant: [NH2:1][C:2]1[N:7]=[C:6]([NH:8][CH2:9][CH2:10][OH:11])[C:5]([N+:12]([O-])=O)=[CH:4][N:3]=1.[CH2:15](OCC)C. Product: [NH2:1][C:2]1[N:7]=[C:6]2[C:5]([N:12]=[CH:15][N:8]2[CH2:9][CH2:10][OH:11])=[CH:4][N:3]=1. The catalyst class is: 180. (3) Reactant: [CH3:1][C@@H:2]([C@@H:33]([OH:35])[CH3:34])[C@@H:3]1[O:5][C@H:4]1[CH2:6][C@@H:7]1[C@@H:12]([OH:13])[C@@H:11]([OH:14])[C@H:10]([CH2:15]/[C:16](/[CH3:32])=[CH:17]/[C:18]([O:20][CH2:21][CH2:22][CH2:23][CH2:24][CH2:25][CH2:26][CH2:27][CH2:28][C:29]([OH:31])=[O:30])=[O:19])[O:9][CH2:8]1.[OH-].[K+].[Cl-].[Ca+2:39].[Cl-]. Product: [CH3:1][C@H:2]([C@H:3]1[C@H:4]([CH2:6][C@H:7]2[CH2:8][O:9][C@@H:10]([CH2:15]/[C:16](/[CH3:32])=[CH:17]/[C:18]([O:20][CH2:21][CH2:22][CH2:23][CH2:24][CH2:25][CH2:26][CH2:27][CH2:28][C:29]([O-:31])=[O:30])=[O:19])[C@H:11]([OH:14])[C@@H:12]2[OH:13])[O:5]1)[C@H:33]([CH3:34])[OH:35].[CH3:1][C@H:2]([C@H:3]1[C@H:4]([CH2:6][C@H:7]2[CH2:8][O:9][C@@H:10]([CH2:15]/[C:16](/[CH3:32])=[CH:17]/[C:18]([O:20][CH2:21][CH2:22][CH2:23][CH2:24][CH2:25][CH2:26][CH2:27][CH2:28][C:29]([O-:31])=[O:30])=[O:19])[C@H:11]([OH:14])[C@@H:12]2[OH:13])[O:5]1)[C@H:33]([CH3:34])[OH:35].[Ca+2:39]. The catalyst class is: 8. (4) Reactant: [H-].[Al+3].[Li+].[H-].[H-].[H-].C([O:9][C:10]([C:12]1[CH:31]=[C:15]2[C:16](=[O:30])[NH:17][C:18]([C:20]3[CH:25]=[CH:24][C:23]([C:26]([CH3:29])([CH3:28])[CH3:27])=[CH:22][CH:21]=3)=[CH:19][N:14]2[N:13]=1)=O)C.Cl. Product: [C:26]([C:23]1[CH:22]=[CH:21][C:20]([C:18]2[NH:17][C:16](=[O:30])[C:15]3[N:14]([N:13]=[C:12]([CH2:10][OH:9])[CH:31]=3)[CH:19]=2)=[CH:25][CH:24]=1)([CH3:29])([CH3:27])[CH3:28]. The catalyst class is: 36. (5) Reactant: Cl.[NH2:2][C@H:3]([C:12]1[C:17]([C:18]2[CH:19]=[CH:20][C:21]([F:27])=[C:22]([CH:26]=2)[C:23]([NH2:25])=[O:24])=[CH:16][CH:15]=[CH:14][N:13]=1)[CH2:4][C:5]1[CH:10]=[CH:9][CH:8]=[C:7]([F:11])[CH:6]=1.[CH3:28][C:29]1[CH:37]=[C:36]([CH3:38])[CH:35]=[C:34]2[C:30]=1[CH:31]([CH2:40][C:41](O)=[O:42])[C:32](=[O:39])[NH:33]2.CN(C(ON1N=NC2C=CC=NC1=2)=[N+](C)C)C.F[P-](F)(F)(F)(F)F.C(N(C(C)C)CC)(C)C. Product: [CH3:28][C:29]1[CH:37]=[C:36]([CH3:38])[CH:35]=[C:34]2[C:30]=1[CH:31]([CH2:40][C:41]([NH:2][C@H:3]([C:12]1[C:17]([C:18]3[CH:19]=[CH:20][C:21]([F:27])=[C:22]([CH:26]=3)[C:23]([NH2:25])=[O:24])=[CH:16][CH:15]=[CH:14][N:13]=1)[CH2:4][C:5]1[CH:10]=[CH:9][CH:8]=[C:7]([F:11])[CH:6]=1)=[O:42])[C:32](=[O:39])[NH:33]2. The catalyst class is: 3.